From a dataset of Forward reaction prediction with 1.9M reactions from USPTO patents (1976-2016). Predict the product of the given reaction. (1) The product is: [Si:9]([O:8][CH2:7][CH2:6][CH2:5][CH2:4][CH2:3][CH2:2][Br:1])([C:12]([CH3:15])([CH3:14])[CH3:13])([CH3:11])[CH3:10]. Given the reactants [Br:1][CH2:2][CH2:3][CH2:4][CH2:5][CH2:6][CH2:7][OH:8].[Si:9](Cl)([C:12]([CH3:15])([CH3:14])[CH3:13])([CH3:11])[CH3:10].C(N(CC)CC)C, predict the reaction product. (2) The product is: [Cl:8][C:9]1[CH:14]=[CH:13][C:12]([C@@H:15]2[C@:17]3([C:25]4[C:20](=[CH:21][CH:22]=[CH:23][CH:24]=4)[N:19]([CH2:26][C:27]4[CH:28]=[C:29]([CH:33]=[CH:34][CH:35]=4)[C:30]([NH:7][C:5]4[NH:4][N:3]=[C:2]([CH3:1])[CH:6]=4)=[O:31])[C:18]3=[O:36])[CH2:16]2)=[CH:11][CH:10]=1. Given the reactants [CH3:1][C:2]1[CH:6]=[C:5]([NH2:7])[NH:4][N:3]=1.[Cl:8][C:9]1[CH:14]=[CH:13][C:12]([C@@H:15]2[C@:17]3([C:25]4[C:20](=[CH:21][CH:22]=[CH:23][CH:24]=4)[N:19]([CH2:26][C:27]4[CH:28]=[C:29]([CH:33]=[CH:34][CH:35]=4)[C:30](O)=[O:31])[C:18]3=[O:36])[CH2:16]2)=[CH:11][CH:10]=1, predict the reaction product. (3) Given the reactants [Cl:1][C:2]1[CH:7]=[CH:6][C:5]([C@@H:8]([OH:29])[CH2:9][N:10]([C@H:18]2[CH2:27][CH2:26][C:25]3[C:20](=[CH:21][C:22]([OH:28])=[CH:23][CH:24]=3)[CH2:19]2)[C:11](=[O:17])[O:12][C:13]([CH3:16])([CH3:15])[CH3:14])=[CH:4][CH:3]=1.N1C(C)=CC=CC=1C.[F:38][C:39]([F:52])([F:51])[S:40](O[S:40]([C:39]([F:52])([F:51])[F:38])(=[O:42])=[O:41])(=[O:42])=[O:41].N, predict the reaction product. The product is: [F:38][C:39]([F:52])([F:51])[S:40]([O:28][C:22]1[CH:23]=[CH:24][C:25]2[CH2:26][CH2:27][C@H:18]([N:10]([C:11]([O:12][C:13]([CH3:16])([CH3:14])[CH3:15])=[O:17])[CH2:9][C@@H:8]([C:5]3[CH:6]=[CH:7][C:2]([Cl:1])=[CH:3][CH:4]=3)[OH:29])[CH2:19][C:20]=2[CH:21]=1)(=[O:42])=[O:41]. (4) Given the reactants [CH2:1]([C:3]1[C:8](/[CH:9]=[CH:10]/[O:11]C)=[CH:7][CH:6]=[CH:5][C:4]=1[C:13]1[N:17]=[C:16]([C:18]2[CH:19]=[CH:20][C:21]([CH2:26][CH:27]([CH3:29])[CH3:28])=[C:22]([CH:25]=2)[C:23]#[N:24])[S:15][N:14]=1)[CH3:2].Cl, predict the reaction product. The product is: [CH2:1]([C:3]1[C:8]([CH2:9][CH:10]=[O:11])=[CH:7][CH:6]=[CH:5][C:4]=1[C:13]1[N:17]=[C:16]([C:18]2[CH:19]=[CH:20][C:21]([CH2:26][CH:27]([CH3:28])[CH3:29])=[C:22]([CH:25]=2)[C:23]#[N:24])[S:15][N:14]=1)[CH3:2]. (5) Given the reactants Br[CH2:2][C:3]1[CH:8]=[CH:7][C:6]([F:9])=[CH:5][C:4]=1[S:10]([N:13]([CH3:15])[CH3:14])(=[O:12])=[O:11].[N-:16]=[N+:17]=[N-:18].[Na+], predict the reaction product. The product is: [N:16]([CH2:2][C:3]1[CH:8]=[CH:7][C:6]([F:9])=[CH:5][C:4]=1[S:10]([N:13]([CH3:15])[CH3:14])(=[O:12])=[O:11])=[N+:17]=[N-:18].